This data is from CYP2C9 inhibition data for predicting drug metabolism from PubChem BioAssay. The task is: Regression/Classification. Given a drug SMILES string, predict its absorption, distribution, metabolism, or excretion properties. Task type varies by dataset: regression for continuous measurements (e.g., permeability, clearance, half-life) or binary classification for categorical outcomes (e.g., BBB penetration, CYP inhibition). Dataset: cyp2c9_veith. (1) The compound is O=C(Cc1ccccc1)N/N=C/c1ccccc1OCc1ccc(Cl)cc1. The result is 1 (inhibitor). (2) The drug is O=C1C=C(c2cccs2)CC(c2cccs2)C1n1cnc([N+](=O)[O-])c1. The result is 1 (inhibitor).